Dataset: Full USPTO retrosynthesis dataset with 1.9M reactions from patents (1976-2016). Task: Predict the reactants needed to synthesize the given product. (1) The reactants are: [OH:1][CH2:2][CH2:3][N:4]1[CH:8]=[C:7]([C:9]2[C:18]3[CH2:17][CH2:16][C@H:15]4[C@H:19]([CH3:26])[C:20](=[O:25])[CH:21]([C:23]#[N:24])[CH2:22][C@:14]4([C:27]4[CH:32]=[CH:31][CH:30]=[CH:29][CH:28]=4)[C:13]=3[N:12]=[C:11]([CH3:33])[N:10]=2)[CH:6]=[N:5]1. Given the product [OH:1][CH2:2][CH2:3][N:4]1[CH:8]=[C:7]([C:9]2[C:18]3[CH2:17][CH2:16][C@H:15]4[C@H:19]([CH3:26])[C:20](=[O:25])[C:21]([C:23]#[N:24])=[CH:22][C@:14]4([C:27]4[CH:28]=[CH:29][CH:30]=[CH:31][CH:32]=4)[C:13]=3[N:12]=[C:11]([CH3:33])[N:10]=2)[CH:6]=[N:5]1, predict the reactants needed to synthesize it. (2) The reactants are: [NH2:1][C:2]1[N:11]2[CH2:12][CH2:13][N:14]=[C:10]2[C:9]2[CH:8]=[CH:7][C:6]([O:15][CH2:16][CH2:17][CH2:18][S:19]([N:22]([CH3:24])[CH3:23])(=[O:21])=[O:20])=[C:5]([O:25][CH3:26])[C:4]=2[N:3]=1.[NH2:27][C:28]1[N:33]=[CH:32][C:31]([C:34](O)=[O:35])=[CH:30][N:29]=1. Given the product [NH2:27][C:28]1[N:33]=[CH:32][C:31]([C:34]([NH:1][C:2]2[N:11]3[CH2:12][CH2:13][N:14]=[C:10]3[C:9]3[CH:8]=[CH:7][C:6]([O:15][CH2:16][CH2:17][CH2:18][S:19]([N:22]([CH3:24])[CH3:23])(=[O:20])=[O:21])=[C:5]([O:25][CH3:26])[C:4]=3[N:3]=2)=[O:35])=[CH:30][N:29]=1, predict the reactants needed to synthesize it. (3) Given the product [O:16]=[C:15]([C:17]1[CH:22]=[CH:21][C:20]([CH3:23])=[CH:19][CH:18]=1)[CH2:14][N:6]1[C:5]2[CH2:7][CH2:8][CH2:9][CH2:10][C:4]=2[S:3][C:2]1=[O:1], predict the reactants needed to synthesize it. The reactants are: [OH:1][C:2]1[S:3][C:4]2[CH2:10][CH2:9][CH2:8][CH2:7][C:5]=2[N:6]=1.[H-].[Na+].Br[CH2:14][C:15]([C:17]1[CH:22]=[CH:21][C:20]([CH3:23])=[CH:19][CH:18]=1)=[O:16].O. (4) Given the product [OH:35][CH:36]1[CH2:41][CH2:40][N:39]([C:19]([N:17]2[CH2:18][CH:13]([C:4]3[CH:5]=[CH:6][C:7]([O:8][C:9]([F:12])([F:11])[F:10])=[C:2]([CH3:1])[CH:3]=3)[CH2:14][CH:15]([C:31]([O:33][CH3:34])=[O:32])[CH2:16]2)=[O:20])[CH2:38][CH2:37]1, predict the reactants needed to synthesize it. The reactants are: [CH3:1][C:2]1[CH:3]=[C:4]([CH:13]2[CH2:18][N:17]([C:19](OC3C=CC([N+]([O-])=O)=CC=3)=[O:20])[CH2:16][CH:15]([C:31]([O:33][CH3:34])=[O:32])[CH2:14]2)[CH:5]=[CH:6][C:7]=1[O:8][C:9]([F:12])([F:11])[F:10].[OH:35][CH:36]1[CH2:41][CH2:40][NH:39][CH2:38][CH2:37]1.C(=O)([O-])[O-].[K+].[K+]. (5) Given the product [F:33][C:34]1[C:66]([CH3:67])=[CH:65][CH:64]=[C:63]([F:68])[C:35]=1[C:36]([NH:38][C:39]1[CH:44]=[CH:43][C:42]([C:45]2[CH:53]=[C:52]3[C:48]([CH2:49][N:50]([C@@H:55]([CH:60]([CH3:62])[CH3:61])[C:56]([OH:58])=[O:57])[C:51]3=[O:54])=[CH:47][CH:46]=2)=[CH:41][CH:40]=1)=[O:37], predict the reactants needed to synthesize it. The reactants are: C(NC1C=CC(C2C=C3C(CN([C@@H](C(C)C)C(O)=O)C3=O)=CC=2)=CC=1)(=O)C1C=CC=CC=1.[F:33][C:34]1[C:66]([CH3:67])=[CH:65][CH:64]=[C:63]([F:68])[C:35]=1[C:36]([NH:38][C:39]1[CH:44]=[CH:43][C:42]([C:45]2[CH:53]=[C:52]3[C:48]([CH2:49][N:50]([C@@H:55]([CH:60]([CH3:62])[CH3:61])[C:56]([O:58]C)=[O:57])[C:51]3=[O:54])=[CH:47][CH:46]=2)=[CH:41][CH:40]=1)=[O:37].